This data is from Cav3 T-type calcium channel HTS with 100,875 compounds. The task is: Binary Classification. Given a drug SMILES string, predict its activity (active/inactive) in a high-throughput screening assay against a specified biological target. (1) The molecule is S(=O)(=O)(Nc1c(cccc1)C(O)=O)c1c(cccc1)C(F)(F)F. The result is 0 (inactive). (2) The drug is O=C(NN\C=C1/N=CC=C1)c1cc([N+]([O-])=O)c(cc1)C. The result is 0 (inactive). (3) The molecule is O=C(Cn1c=2n(CCCN2)c2c1cccc2)c1cc2OCOc2cc1. The result is 0 (inactive). (4) The compound is S1c2c(N(CC(=O)Nc3cc(F)ccc3)C(=O)CC1)cccc2. The result is 0 (inactive). (5) The compound is S(CC(=O)N1CCN(CC1)C(=O)c1occc1)c1nc(N)c(cn1)C(OCC)=O. The result is 0 (inactive). (6) The molecule is s1c2nc(C3CC3)cc(c2c(N)c1C(OCC)=O)c1ccc(OC)cc1. The result is 0 (inactive). (7) The drug is S(=O)(=O)(N1CCC2(OCCO2)CC1)c1cc(ccc1F)C(=O)Nc1c(OCC)cccc1. The result is 0 (inactive). (8) The drug is Clc1c(cc(N(S(=O)(=O)C)CC(=O)N2CCN(CC2)c2ccccc2)cc1)C(F)(F)F. The result is 1 (active).